From a dataset of Experimentally validated miRNA-target interactions with 360,000+ pairs, plus equal number of negative samples. Binary Classification. Given a miRNA mature sequence and a target amino acid sequence, predict their likelihood of interaction. The miRNA is hsa-miR-34b-3p with sequence CAAUCACUAACUCCACUGCCAU. The protein sequence of the target gene is MKAVRNLLIYIFSTYLLVMFGFNAAQDFWCSTLVKGVIYGSYSVSEMFPKNFTNCTWTLENPDPTKYSIYLKFSKKDLSCSNFSLLAYQFDHFSHEKIKDLLRKNHSIMQLCSSKNAFVFLQYDKNFIQIRRVFPTDFPGLQKKVEEDQKSFFEFLVLNKVSPSQFGCHVLCTWLESCLKSENGRTESCGIMYTKCTCPQHLGEWGIDDQSLVLLNNVVLPLNEQTEGCLTQELQTTQVCNLTREAKRPPKEEFGMMGDHTIKSQRPRSVHEKRVPQEQADAAKFMAQTGESGVEEWSQW.... Result: 0 (no interaction).